Dataset: Full USPTO retrosynthesis dataset with 1.9M reactions from patents (1976-2016). Task: Predict the reactants needed to synthesize the given product. (1) The reactants are: [C:1]([O:5][C:6](=[O:19])[C:7]1[CH:12]=[C:11]([CH:13]=[CH2:14])[N:10]=[C:9]([CH:15]=[C:16]([CH3:18])[CH3:17])[CH:8]=1)([CH3:4])([CH3:3])[CH3:2]. Given the product [C:1]([O:5][C:6](=[O:19])[C:7]1[CH:8]=[C:9]([CH2:15][CH:16]([CH3:17])[CH3:18])[N:10]=[C:11]([CH2:13][CH3:14])[CH:12]=1)([CH3:3])([CH3:4])[CH3:2], predict the reactants needed to synthesize it. (2) Given the product [CH3:15][O:14][C:12]1[C:11]([N:24]2[CH2:25][C@@H:26]3[C@@H:27]([CH2:3][CH2:2][CH2:1][NH:4]3)[CH2:28]2)=[C:10]([F:17])[CH:9]=[C:8]2[C:7]([C:6]([C:19]([OH:21])=[O:20])=[CH:5][N:4]([CH:1]3[CH2:3][CH2:2]3)[C:13]=12)=[O:18], predict the reactants needed to synthesize it. The reactants are: [CH:1]1([N:4]2[C:13]3[C:8](=[CH:9][C:10]([F:17])=[C:11](F)[C:12]=3[O:14][CH3:15])[C:7](=[O:18])[CH:6]([C:19]([OH:21])=[O:20])[C:5]2=O)[CH2:3][CH2:2]1.C[N:24]1[CH2:28][CH2:27][CH2:26][C:25]1=O.